Dataset: Retrosynthesis with 50K atom-mapped reactions and 10 reaction types from USPTO. Task: Predict the reactants needed to synthesize the given product. (1) Given the product COCCOc1ncc(C(=O)NCc2nc(C(F)(F)F)no2)cc1-c1ccc(Cl)c(C)c1, predict the reactants needed to synthesize it. The reactants are: COCCOc1ncc(C(=O)O)cc1-c1ccc(Cl)c(C)c1.NCc1nc(C(F)(F)F)no1. (2) Given the product Clc1cccnc1N1CCNCC1, predict the reactants needed to synthesize it. The reactants are: CC(C)(C)OC(=O)N1CCN(c2ncccc2Cl)CC1. (3) Given the product O=C1CCC2(CC1)CCN(c1ccc3c(c1)OC(F)(F)O3)C2=O, predict the reactants needed to synthesize it. The reactants are: O=C1N(c2ccc3c(c2)OC(F)(F)O3)CCC12CCC1(CC2)OCCO1. (4) Given the product COC(=O)C[C@H](O)C[C@H](O)C=Cc1c(-c2ccc(F)cc2)c(-c2ccc(F)cc2)c(C(=O)N2CCCCC2)n1C(C)C, predict the reactants needed to synthesize it. The reactants are: COC(=O)C[C@H](O)CC(=O)C=Cc1c(-c2ccc(F)cc2)c(-c2ccc(F)cc2)c(C(=O)N2CCCCC2)n1C(C)C. (5) Given the product CNC(=O)c1cccc(Cl)c1Nc1nc(Nc2ccc3c(c2)C(C)(C)CCC(=O)N3)ncc1Cl, predict the reactants needed to synthesize it. The reactants are: CC1(C)CCC(=O)Nc2ccc(N)cc21.CNC(=O)c1cccc(Cl)c1Nc1nc(Cl)ncc1Cl. (6) Given the product CCCCCCCC[C@@H](Br)C(=O)Nc1c(SC)ccc2ncccc12, predict the reactants needed to synthesize it. The reactants are: CCCCCCCC[C@@H](Br)C(=O)O.CSc1ccc2ncccc2c1N. (7) The reactants are: CCOC(=O)CCN1CCc2nc3ccccc3c(C)c2CC1. Given the product Cc1c2c(nc3ccccc13)CCN(CCC(=O)O)CC2, predict the reactants needed to synthesize it.